This data is from Full USPTO retrosynthesis dataset with 1.9M reactions from patents (1976-2016). The task is: Predict the reactants needed to synthesize the given product. Given the product [Br:10][C:11]1[CH:16]=[CH:15][CH:14]=[CH:13][C:12]=1[S:9][C:3]1[CH:4]=[CH:5][C:6](/[CH:19]=[CH:20]/[C:21]([N:36]2[CH2:37][CH2:38][CH:39]3[C:44](=[CH:43][CH:42]=[CH:41][CH2:40]3)[CH2:35]2)=[O:22])=[CH:7][C:2]=1[Cl:1], predict the reactants needed to synthesize it. The reactants are: [Cl:1][C:2]1[CH:7]=[C:6](Cl)[CH:5]=[CH:4][C:3]=1[SH:9].[Br:10][C:11]1[CH:16]=[CH:15][CH:14]=[CH:13][C:12]=1S.Cl[C:19]1C=CC=C[C:20]=1[CH:21]=[O:22].NCCCCCCO.[CH2:35]1[C:44]2[C:39](=[CH:40][CH:41]=[CH:42][CH:43]=2)[CH2:38][CH2:37][NH:36]1.